This data is from NCI-60 drug combinations with 297,098 pairs across 59 cell lines. The task is: Regression. Given two drug SMILES strings and cell line genomic features, predict the synergy score measuring deviation from expected non-interaction effect. (1) Drug 1: CCC(=C(C1=CC=CC=C1)C2=CC=C(C=C2)OCCN(C)C)C3=CC=CC=C3.C(C(=O)O)C(CC(=O)O)(C(=O)O)O. Drug 2: CC1=C(C=C(C=C1)C(=O)NC2=CC(=CC(=C2)C(F)(F)F)N3C=C(N=C3)C)NC4=NC=CC(=N4)C5=CN=CC=C5. Cell line: SR. Synergy scores: CSS=-5.99, Synergy_ZIP=2.64, Synergy_Bliss=1.25, Synergy_Loewe=-7.53, Synergy_HSA=-6.48. (2) Cell line: SK-MEL-5. Drug 1: CC1OCC2C(O1)C(C(C(O2)OC3C4COC(=O)C4C(C5=CC6=C(C=C35)OCO6)C7=CC(=C(C(=C7)OC)O)OC)O)O. Drug 2: C1CCC(CC1)NC(=O)N(CCCl)N=O. Synergy scores: CSS=29.5, Synergy_ZIP=4.09, Synergy_Bliss=9.99, Synergy_Loewe=-0.326, Synergy_HSA=8.37. (3) Drug 2: CCCS(=O)(=O)NC1=C(C(=C(C=C1)F)C(=O)C2=CNC3=C2C=C(C=N3)C4=CC=C(C=C4)Cl)F. Drug 1: C1CCN(CC1)CCOC2=CC=C(C=C2)C(=O)C3=C(SC4=C3C=CC(=C4)O)C5=CC=C(C=C5)O. Synergy scores: CSS=5.08, Synergy_ZIP=7.64, Synergy_Bliss=8.71, Synergy_Loewe=-3.64, Synergy_HSA=-0.0788. Cell line: HS 578T. (4) Drug 1: CC1OCC2C(O1)C(C(C(O2)OC3C4COC(=O)C4C(C5=CC6=C(C=C35)OCO6)C7=CC(=C(C(=C7)OC)O)OC)O)O. Drug 2: B(C(CC(C)C)NC(=O)C(CC1=CC=CC=C1)NC(=O)C2=NC=CN=C2)(O)O. Cell line: RPMI-8226. Synergy scores: CSS=42.4, Synergy_ZIP=-5.24, Synergy_Bliss=-7.64, Synergy_Loewe=-5.28, Synergy_HSA=-4.90. (5) Drug 1: CC12CCC(CC1=CCC3C2CCC4(C3CC=C4C5=CN=CC=C5)C)O. Drug 2: COC1=NC(=NC2=C1N=CN2C3C(C(C(O3)CO)O)O)N. Cell line: COLO 205. Synergy scores: CSS=-1.42, Synergy_ZIP=0.576, Synergy_Bliss=2.28, Synergy_Loewe=-5.00, Synergy_HSA=-4.16. (6) Drug 1: C1CC(=O)NC(=O)C1N2CC3=C(C2=O)C=CC=C3N. Drug 2: C1=NC2=C(N1)C(=S)N=CN2. Cell line: IGROV1. Synergy scores: CSS=10.5, Synergy_ZIP=-0.684, Synergy_Bliss=5.09, Synergy_Loewe=5.34, Synergy_HSA=5.37. (7) Drug 1: CN(C)N=NC1=C(NC=N1)C(=O)N. Drug 2: CN1C2=C(C=C(C=C2)N(CCCl)CCCl)N=C1CCCC(=O)O.Cl. Cell line: COLO 205. Synergy scores: CSS=19.6, Synergy_ZIP=-0.175, Synergy_Bliss=10.5, Synergy_Loewe=4.22, Synergy_HSA=4.33.